This data is from Catalyst prediction with 721,799 reactions and 888 catalyst types from USPTO. The task is: Predict which catalyst facilitates the given reaction. (1) Reactant: [C:1](OC(=O)C)(=[O:3])[CH3:2].C(Cl)Cl.Cl.[OH:12][C:13]1[CH:36]=[CH:35][C:34]([O:37][CH:38]2[CH2:43][CH2:42][NH:41][CH2:40][CH2:39]2)=[CH:33][C:14]=1[C:15]([NH:17][C:18]1[CH:26]=[C:25]([C:27]2[CH:32]=[CH:31][CH:30]=[CH:29][CH:28]=2)[CH:24]=[CH:23][C:19]=1[C:20]([OH:22])=[O:21])=[O:16]. Product: [C:1]([N:41]1[CH2:40][CH2:39][CH:38]([O:37][C:34]2[CH:35]=[CH:36][C:13]([OH:12])=[C:14]([CH:33]=2)[C:15]([NH:17][C:18]2[CH:26]=[C:25]([C:27]3[CH:28]=[CH:29][CH:30]=[CH:31][CH:32]=3)[CH:24]=[CH:23][C:19]=2[C:20]([OH:22])=[O:21])=[O:16])[CH2:43][CH2:42]1)(=[O:3])[CH3:2]. The catalyst class is: 17. (2) Reactant: [CH:1]1([CH:7]([CH3:12])[C:8]([O:10]C)=[O:9])[CH2:6][CH2:5][CH2:4][CH2:3][CH2:2]1.O.[OH-].[Li+]. Product: [CH:1]1([CH:7]([CH3:12])[C:8]([OH:10])=[O:9])[CH2:6][CH2:5][CH2:4][CH2:3][CH2:2]1. The catalyst class is: 24.